From a dataset of Peptide-MHC class I binding affinity with 185,985 pairs from IEDB/IMGT. Regression. Given a peptide amino acid sequence and an MHC pseudo amino acid sequence, predict their binding affinity value. This is MHC class I binding data. (1) The peptide sequence is GLALYYPSAR. The MHC is HLA-A11:01 with pseudo-sequence HLA-A11:01. The binding affinity (normalized) is 0.351. (2) The peptide sequence is NETTQALQL. The MHC is HLA-B46:01 with pseudo-sequence HLA-B46:01. The binding affinity (normalized) is 0.0847. (3) The peptide sequence is EMWAQDAAM. The MHC is HLA-B45:01 with pseudo-sequence HLA-B45:01. The binding affinity (normalized) is 0.347. (4) The peptide sequence is SDYKELDTI. The MHC is Mamu-B01 with pseudo-sequence Mamu-B01. The binding affinity (normalized) is 0.902. (5) The peptide sequence is YVPTEFWGF. The MHC is HLA-B58:01 with pseudo-sequence HLA-B58:01. The binding affinity (normalized) is 0.0847. (6) The peptide sequence is PMPCMINDTH. The MHC is HLA-A31:01 with pseudo-sequence HLA-A31:01. The binding affinity (normalized) is 0.